From a dataset of Full USPTO retrosynthesis dataset with 1.9M reactions from patents (1976-2016). Predict the reactants needed to synthesize the given product. (1) Given the product [Cl:27][C:12]1[C:11]2[C:6](=[N:7][C:8]([C:15]3[C:20]([C:21]([F:24])([F:23])[F:22])=[CH:19][CH:18]=[CH:17][N:16]=3)=[CH:9][CH:10]=2)[N:5]=[C:4]([CH2:3][O:2][CH3:1])[CH:13]=1, predict the reactants needed to synthesize it. The reactants are: [CH3:1][O:2][CH2:3][C:4]1[CH:13]=[C:12](O)[C:11]2[C:6](=[N:7][C:8]([C:15]3[C:20]([C:21]([F:24])([F:23])[F:22])=[CH:19][CH:18]=[CH:17][N:16]=3)=[CH:9][CH:10]=2)[N:5]=1.O=P(Cl)(Cl)[Cl:27].N1C(C)=CC=CC=1C. (2) Given the product [I:1][C:2]1[CH:7]=[CH:6][N:5]([CH2:16][CH2:17][CH3:18])[C:4](=[O:8])[CH:3]=1, predict the reactants needed to synthesize it. The reactants are: [I:1][C:2]1[CH:7]=[CH:6][NH:5][C:4](=[O:8])[CH:3]=1.C(=O)([O-])[O-].[K+].[K+].I[CH2:16][CH2:17][CH3:18].O. (3) Given the product [Br:1][C:2]1[CH:3]=[CH:4][C:5]2[S:9](=[O:10])(=[O:11])[NH:8][CH:7]([CH:12]3[CH2:13][CH2:14]3)[C:6]=2[CH:15]=1, predict the reactants needed to synthesize it. The reactants are: [Br:1][C:2]1[CH:3]=[CH:4][C:5]2[S:9](=[O:11])(=[O:10])[N:8]=[C:7]([CH:12]3[CH2:14][CH2:13]3)[C:6]=2[CH:15]=1.[BH4-].[Na+]. (4) Given the product [CH2:1]([C:5]1[CH:6]=[CH:7][C:8]([CH2:9][NH:10][S:20]([CH3:19])(=[O:22])=[O:21])=[CH:11][CH:12]=1)[CH2:2][CH2:3][CH3:4], predict the reactants needed to synthesize it. The reactants are: [CH2:1]([C:5]1[CH:12]=[CH:11][C:8]([CH2:9][NH2:10])=[CH:7][CH:6]=1)[CH2:2][CH2:3][CH3:4].N1C=CC=CC=1.[CH3:19][S:20](Cl)(=[O:22])=[O:21].O.